Task: Predict which catalyst facilitates the given reaction.. Dataset: Catalyst prediction with 721,799 reactions and 888 catalyst types from USPTO (1) Reactant: CS(O[CH2:6][CH2:7][CH2:8][N:9]1[CH2:13][CH2:12][N:11]([CH2:14][CH2:15][N:16]2[CH2:21][CH2:20][CH2:19][CH2:18][CH2:17]2)[C:10]1=[C:22]([C:25]#[N:26])[C:23]#[N:24])(=O)=O.[CH2:27]1[C:36]2[C:31](=[CH:32][CH:33]=[CH:34][CH:35]=2)[CH2:30][CH2:29][NH:28]1.[I-].[K+].O. Product: [CH2:27]1[C:36]2[C:31](=[CH:32][CH:33]=[CH:34][CH:35]=2)[CH2:30][CH2:29][N:28]1[CH2:6][CH2:7][CH2:8][N:9]1[CH2:13][CH2:12][N:11]([CH2:14][CH2:15][N:16]2[CH2:21][CH2:20][CH2:19][CH2:18][CH2:17]2)[C:10]1=[C:22]([C:25]#[N:26])[C:23]#[N:24]. The catalyst class is: 12. (2) Reactant: [C:1]([N:5]1[C:9]([C:10]2[CH:15]=[CH:14][C:13]([F:16])=[CH:12][CH:11]=2)=[C:8]([C:17]2[S:18][CH2:19][CH:20]([C:22]([OH:24])=O)[N:21]=2)[CH:7]=[N:6]1)([CH3:4])([CH3:3])[CH3:2].CN(C(ON1N=NC2C=CC=NC1=2)=[N+](C)C)C.F[P-](F)(F)(F)(F)F.CCN(C(C)C)C(C)C.[NH2:58][CH2:59][CH:60]1[CH2:65][CH2:64][O:63][CH2:62][CH2:61]1. Product: [C:1]([N:5]1[C:9]([C:10]2[CH:11]=[CH:12][C:13]([F:16])=[CH:14][CH:15]=2)=[C:8]([C:17]2[S:18][CH2:19][CH:20]([C:22]([NH:58][CH2:59][CH:60]3[CH2:65][CH2:64][O:63][CH2:62][CH2:61]3)=[O:24])[N:21]=2)[CH:7]=[N:6]1)([CH3:4])([CH3:2])[CH3:3]. The catalyst class is: 18. (3) Reactant: [Br:1][C:2]1[C:10]2[C:5](=[C:6]([CH:12]([OH:14])[CH3:13])[CH:7]=[C:8]([Cl:11])[CH:9]=2)[N:4]([CH2:15][O:16][CH2:17][CH2:18][Si:19]([CH3:22])([CH3:21])[CH3:20])[N:3]=1.N12CCCN=C1CCCCC2.[Cl:34][C:35]([Cl:39])([Cl:38])[C:36]#[N:37]. Product: [Cl:34][C:35]([Cl:39])([Cl:38])[C:36](=[NH:37])[O:14][CH:12]([C:6]1[CH:7]=[C:8]([Cl:11])[CH:9]=[C:10]2[C:5]=1[N:4]([CH2:15][O:16][CH2:17][CH2:18][Si:19]([CH3:21])([CH3:20])[CH3:22])[N:3]=[C:2]2[Br:1])[CH3:13]. The catalyst class is: 2. (4) Reactant: Cl[C:2]1[N:7]=[C:6]([C:8]([NH:10][C:11]2[CH:19]=[C:18]([C:20]3[CH:28]=[CH:27][CH:26]=[C:25]4[C:21]=3[CH:22]=[CH:23][NH:24]4)[CH:17]=[C:16]3[C:12]=2[CH:13]=[N:14][NH:15]3)=[O:9])[CH:5]=[CH:4][CH:3]=1.[CH3:29][NH:30][CH3:31].CCN(C(C)C)C(C)C. Product: [CH3:29][N:30]([CH3:31])[C:2]1[N:7]=[C:6]([C:8]([NH:10][C:11]2[CH:19]=[C:18]([C:20]3[CH:28]=[CH:27][CH:26]=[C:25]4[C:21]=3[CH:22]=[CH:23][NH:24]4)[CH:17]=[C:16]3[C:12]=2[CH:13]=[N:14][NH:15]3)=[O:9])[CH:5]=[CH:4][CH:3]=1. The catalyst class is: 16.